This data is from Blood-brain barrier permeability classification from the B3DB database. The task is: Regression/Classification. Given a drug SMILES string, predict its absorption, distribution, metabolism, or excretion properties. Task type varies by dataset: regression for continuous measurements (e.g., permeability, clearance, half-life) or binary classification for categorical outcomes (e.g., BBB penetration, CYP inhibition). Dataset: b3db_classification. (1) The compound is NS(=O)(=O)c1cc2c(cc1Cl)NC=NS2(=O)=O. The result is 0 (does not penetrate BBB). (2) The compound is CC1(C)SC2C(NC(=O)C(NC(=O)N3CCNC3=O)c3ccccc3)C(=O)N2C1C(=O)O. The result is 0 (does not penetrate BBB). (3) The molecule is CCC(=O)OC1C(OC2C(C)C(OC3CC(C)(OC)C(O)C(C)O3)C(C)C(=O)OC(CC)C(C)(O)C(O)C(C)C(=O)C(C)CC2(C)O)OC(C)CC1N(C)C. The result is 0 (does not penetrate BBB). (4) The compound is CCOc1ccccc1OCCN[C@H](C)Cc1ccc(OC)c(S(N)(=O)=O)c1. The result is 0 (does not penetrate BBB). (5) The molecule is CC[C@@H]1NC(=O)[C@@H]2CCCN2C(=O)[C@@H](Cc2ccccc2)NC(=O)[C@H](CC(C)C)NC(=O)[C@H](CCCN)NC(=O)[C@H](C(C)C)NC(=O)[C@@H]2CCCN2C(=O)[C@@H](Cc2ccccc2)NC(=O)[C@H](CC(C)C)NC(=O)[C@H](CCCN)NC1=O. The result is 0 (does not penetrate BBB).